This data is from Experimentally validated miRNA-target interactions with 360,000+ pairs, plus equal number of negative samples. The task is: Binary Classification. Given a miRNA mature sequence and a target amino acid sequence, predict their likelihood of interaction. The miRNA is hsa-miR-4498 with sequence UGGGCUGGCAGGGCAAGUGCUG. The protein sequence of the target gene is MIPPSSPREDGVDGLPKEAVGAEQPPSPASTSSQESKLQKLKRSLSFKTKSLRSKSADNFFQRTNSEDMKLQAHMVAEISPSSSPLPAPGSLTSTPARAGLHPGGKAHAFQEYIFKKPTFCDVCNHMIVGTNAKHGLRCKACKMSIHHKCTDGLAPQRCMGKLPKGFRRYYSSPLLIHEQFGCIKEVMPIACGNKVDPVYETLRFGTSLAQRTKKGSSGSGSDSPHRTSTSDLVEVPEEANGPGGGYDLRKRSNSVFTYPENGTDDFRDPAKNINHQGSLSKDPLQMNTYVALYKFVPQE.... Result: 1 (interaction).